From a dataset of Experimentally validated miRNA-target interactions with 360,000+ pairs, plus equal number of negative samples. Binary Classification. Given a miRNA mature sequence and a target amino acid sequence, predict their likelihood of interaction. (1) The miRNA is hsa-miR-4685-5p with sequence CCCAGGGCUUGGAGUGGGGCAAGGUU. The protein sequence of the target gene is MSWFNASQLSSFAKQALSQAQKSIDRVLDIQEEEPSIWAETIPYGEPGISSPVSGGWDTSTWGLKSNTEPQSPPIASPKAITKPVRRTVVDESENFFSAFLSPTDVQTIQKSPVVSKPPAKSQRPEEEVKSSLHESLHIGQSRTPETTESQVKDSSLCVSGETLAAGTSSPKTEGKHEETVNKESDMKVPTVSLKVSESVIDVKTTMESISNTSTQSLTAETKDIALEPKEQKHEDRQSNTPSPPVSTFSSGTSTTSDIEVLDHESVISESSASSRQETTDSKSSLHLMQTSFQLLSASA.... Result: 0 (no interaction). (2) The protein sequence of the target gene is MDLNSASTVVLQVLTQATSQDTAVLKPAEEQLKQWETQPGFYSVLLNIFTNHTLDINVRWLAVLYFKHGIDRYWRRVAPHALSEEEKTTLRAGLITNFNEPINQIATQIAVLIAKVARLDCPRQWPELIPTLIESVKVQDDLRQHRALLTFYHVTKTLASKRLAADRKLFYDLASGIYNFACSLWNHHTDTFLQEVSSGNEAAILSSLERTLLSLKVLRKLTVNGFVEPHKNMEVMGFLHGIFERLKQFLECSRSIGTDNVCRDRLEKTIILFTKVLLDFLDQHPFSFTPLIQRSLEFSV.... Result: 1 (interaction). The miRNA is hsa-miR-629-3p with sequence GUUCUCCCAACGUAAGCCCAGC. (3) The miRNA is hsa-miR-1537-3p with sequence AAAACCGUCUAGUUACAGUUGU. The protein sequence of the target gene is MAGRTVRAETRSRAKDDIKKVMATIEKVRRWEKRWVTVGDTSLRIFKWVPVVDPQEEERRRAGGGAERSRGRERRGRGASPRGGGPLILLDLNDENSNQSFHSEGSLQKGTEPSPGGTPQPSRPVSPAGPPEGVPEEAQPPRLGQERDPGGITAGSTDEPPMLTKEEPVPELLEAEAPEAYPVFEPVPPVPEAAQGDTEDSEGAPPLKRICPNAPDP. Result: 0 (no interaction). (4) The miRNA is hsa-miR-4666a-5p with sequence AUACAUGUCAGAUUGUAUGCC. The protein sequence of the target gene is MAQRAFPNPYADYNKSLAEGYFDAAGRLTPEFSQRLTNKIRELLQQMERGLKSADPRDGTGYTGWAGIAVLYLHLYDVFGDPAYLQLAHGYVKQSLNCLTKRSITFLCGDAGPLAVAAVLYHKMNNEKQAEDCITRLIHLNKIDPHAPNEMLYGRIGYIYALLFVNKNFGVEKIPQSHIQQICETILTSGENLARKRNFTAKSPLMYEWYQEYYVGAAHGLAGIYYYLMQPSLQVSQGKLHSLVKPSVDYVCQLKFPSGNYPPCIGDNRDLLVHWCHGAPGVIYMLIQAYKVFREEKYLC.... Result: 1 (interaction). (5) The miRNA is hsa-miR-6737-3p with sequence UCUGUGCUUCACCCCUACCCAG. The protein sequence of the target gene is MAAASVSAASGSHLSNSFAEPSRSNGSMVRHSSSPYVVYPSDKPFLNSDLRRSPSKPTLAYPESNSRAIFSALKNLQDKIRRLELERIQAEESVKTLSRETIEYKKVLDEQIQERENSKNEESKHNQELTSQLLAAENKCNLLEKQLEYMRNMIKHAEMERTSVLEKQVSLERERQHDQTHVQSQLEKLDLLEQEYNKLTTMQALAEKKMQELEAKLHEEEQERKRMQAKAAELQTGLETNRLIFEDKATPCVPNARRIKKKKSKPPEKKSSRNYFGAQPHYRLCLGDMPFVAGKSTSPS.... Result: 1 (interaction). (6) The miRNA is hsa-miR-1279 with sequence UCAUAUUGCUUCUUUCU. The protein sequence of the target gene is MSAKSAISKEIFAPLDERMLGAVQVKRRTKKKIPFLATGGQGEYLTYICLSVTNKKPTQASITKVKQFEGSTSFVRRSQWMLEQLRQVNGIDPNGDSAEFDLLFENAFDQWVASTASEKCTFFQILHHTCQRYLTDRKPEFINCQSKIMGGNSILHSAADSVTSAVQKASQALNERGERLGRAEEKTEDLKNSAQQFAETAHKLAMKHKC. Result: 0 (no interaction). (7) The miRNA is hsa-miR-4734 with sequence GCUGCGGGCUGCGGUCAGGGCG. The protein sequence of the target gene is MTTNPKPNKALKVKKEAGENAPVLSDDELVSMSVRELNQHLRGLTKEEVTRLKQRRRTLKNRGYAASCRIKRVTQKEELERQRVELQQEVEKLARENSSMRLELDALRSKYEALQTFARTVARGPVAPSKVATTSVITIVKSTELSSTSVPFSAAS. Result: 1 (interaction). (8) The miRNA is hsa-miR-6854-3p with sequence UGCGUUUCUCCUCUUGAGCAG. The protein sequence of the target gene is MHRKVRPASLMIRKMACSGVEPQILVQYLVLRKDLSQAPFSWPTGALVAQACHAATAALHLHRDHPHTAAYLRELGRMRKVVLEAADETTLKELAETLQQKNIDHTLWLEQPENIATCIALRPYPKEEVSQYLKKFRLFK. Result: 0 (no interaction). (9) The miRNA is hsa-miR-5584-5p with sequence CAGGGAAAUGGGAAGAACUAGA. The protein sequence of the target gene is MVARRRKCAARDPEDRIPSPLGYAAIPIKFSEKQQASHYLYVRAHGVRQGTKSTWPQKRTLFVLNVPPYCTEESLSRLLSTCGLVQSVELQEKPDLAESPKESRSKFFHPKPVPGFQVAYVVFQKPSGVSAALALKGPLLVSTESHPVKSGIHKWISDYADSVPDPEALRVEVDTFMEAYDQKIAEEEAKAKEEEGVPDEEGWVKVTRRGRRPVLPRTEAASLRVLERERRKRSRKELLNFYAWQHRESKMEHLAQLRKKFEEDKQRIELLRAQRKFRPY. Result: 1 (interaction). (10) The miRNA is mmu-miR-654-3p with sequence UAUGUCUGCUGACCAUCACCUU. The protein sequence of the target gene is MAGKAAAPGTAVLLVTANVGSLFDDPENLQKNWLREFYQVLHTHKPHFMALHCQEFGGKNYEASMSHVDKFVKELLSSDAMKEYNRARVYLDENYKSQEHFTALGSFYFLHESLKNIYQFDFKAKKYKKVTGKEIYSDTLESTPMLEKEKFPQDYFPECKWSRKGFIRTRWCIADCAFDLVNIHLFHDASNLVAWETSPSVYSGVRHKALGYVLDRIIDQRFEKVSYFVFGDFNFRLDSKSVVETLCTKATMQTVRAADTNEVVKLIFRESDNDRKVVLQLEKKLFDYFNQDVFRDNNGT.... Result: 0 (no interaction).